Dataset: Reaction yield outcomes from USPTO patents with 853,638 reactions. Task: Predict the reaction yield, written as a fraction of the theoretical maximum amount of product (1.0 means a 100% yield; for example, 0.34 means a 34% yield). The reactants are [CH2:1]([O:8][N:9]1[C:18]2[C:13](=[CH:14][C:15](Br)=[CH:16][N:17]=2)[C:12]([NH:20]CC2C=CC(OC)=CC=2OC)=[C:11]([C:32]([NH:34][CH2:35][C:36]2[CH:41]=[CH:40][C:39]([F:42])=[CH:38][C:37]=2[F:43])=[O:33])[C:10]1=[O:44])[C:2]1[CH:7]=[CH:6][CH:5]=[CH:4][CH:3]=1.[CH3:45][N:46]([CH3:50])[CH2:47][C:48]#[CH:49]. No catalyst specified. The product is [NH2:20][C:12]1[C:13]2[C:18](=[N:17][CH:16]=[C:15]([C:49]#[C:48][CH2:47][N:46]([CH3:50])[CH3:45])[CH:14]=2)[N:9]([O:8][CH2:1][C:2]2[CH:3]=[CH:4][CH:5]=[CH:6][CH:7]=2)[C:10](=[O:44])[C:11]=1[C:32]([NH:34][CH2:35][C:36]1[CH:41]=[CH:40][C:39]([F:42])=[CH:38][C:37]=1[F:43])=[O:33]. The yield is 0.330.